Dataset: Catalyst prediction with 721,799 reactions and 888 catalyst types from USPTO. Task: Predict which catalyst facilitates the given reaction. (1) Reactant: [OH:1][N:2]=[C:3]([O:5][CH2:6][CH3:7])[CH3:4].Br[CH2:9][CH2:10][CH2:11][CH2:12][CH2:13][CH2:14][CH2:15][C:16]([OH:18])=[O:17].[OH-].[Na+].O[N:22]1[C:26](=[O:27])[CH2:25][CH2:24][C:23]1=[O:28].C1CCC(N=C=NC2CCCCC2)CC1. Product: [O:28]=[C:23]1[CH2:24][CH2:25][C:26](=[O:27])[N:22]1[O:18][C:16](=[O:17])[CH2:15][CH2:14][CH2:13][CH2:12][CH2:11][CH2:10][CH2:9][O:1][N:2]=[C:3]([O:5][CH2:6][CH3:7])[CH3:4]. The catalyst class is: 36. (2) Reactant: Br[C:2]1[N:3]=[N:4][C:5]([C:8]2[S:9][C:10]([C:13]#[N:14])=[CH:11][N:12]=2)=[CH:6][N:7]=1.[F:15][CH:16]([F:28])[O:17][C:18]1[C:19]([C:24]([NH2:27])([CH3:26])[CH3:25])=[N:20][CH:21]=[CH:22][CH:23]=1. Product: [F:28][CH:16]([F:15])[O:17][C:18]1[C:19]([C:24]([NH:27][C:2]2[N:3]=[N:4][C:5]([C:8]3[S:9][C:10]([C:13]#[N:14])=[CH:11][N:12]=3)=[CH:6][N:7]=2)([CH3:25])[CH3:26])=[N:20][CH:21]=[CH:22][CH:23]=1. The catalyst class is: 23. (3) Reactant: Cl[C:2]1[N:7]=[C:6]([C:8]2[N:12]3[CH:13]=[CH:14][CH:15]=[CH:16][C:11]3=[N:10][C:9]=2[C:17]2[CH:18]=[CH:19][C:20]([O:34][CH3:35])=[C:21]([CH:33]=2)[C:22]([NH:24][C:25]2[C:30]([F:31])=[CH:29][CH:28]=[CH:27][C:26]=2[F:32])=[O:23])[CH:5]=[CH:4][N:3]=1.[CH3:36][O:37][C:38]1[CH:44]=[C:43]([CH2:45][CH2:46][CH2:47][N:48]2[CH2:53][CH2:52][CH2:51][CH2:50][CH2:49]2)[CH:42]=[CH:41][C:39]=1[NH2:40].C1(C)C=CC(S(O)(=O)=O)=CC=1.C[O-].[Na+]. Product: [F:32][C:26]1[CH:27]=[CH:28][CH:29]=[C:30]([F:31])[C:25]=1[NH:24][C:22](=[O:23])[C:21]1[CH:33]=[C:17]([C:9]2[N:10]=[C:11]3[CH:16]=[CH:15][CH:14]=[CH:13][N:12]3[C:8]=2[C:6]2[CH:5]=[CH:4][N:3]=[C:2]([NH:40][C:39]3[CH:41]=[CH:42][C:43]([CH2:45][CH2:46][CH2:47][N:48]4[CH2:49][CH2:50][CH2:51][CH2:52][CH2:53]4)=[CH:44][C:38]=3[O:37][CH3:36])[N:7]=2)[CH:18]=[CH:19][C:20]=1[O:34][CH3:35]. The catalyst class is: 812.